This data is from Retrosynthesis with 50K atom-mapped reactions and 10 reaction types from USPTO. The task is: Predict the reactants needed to synthesize the given product. (1) Given the product CCCOc1ccc(C(C)(C)C)cc1, predict the reactants needed to synthesize it. The reactants are: CC(C)(C)c1ccc(O)cc1.CCCCl. (2) Given the product CCOC(=O)c1c(-c2cc(Cl)ccc2C)ccn1S(=O)(=O)c1ccccc1, predict the reactants needed to synthesize it. The reactants are: CCOC(=O)c1[nH]ccc1-c1cc(Cl)ccc1C.O=S(=O)(Cl)c1ccccc1. (3) Given the product CC1(C)CC(=O)c2cc(C#C[Si](C)(C)C)c(F)cc2S1, predict the reactants needed to synthesize it. The reactants are: C#C[Si](C)(C)C.CC1(C)CC(=O)c2cc(OS(=O)(=O)C(F)(F)F)c(F)cc2S1. (4) Given the product Nc1ccc(C(=O)N2Cc3cccn3Cc3sccc32)cc1, predict the reactants needed to synthesize it. The reactants are: O=C(c1ccc([N+](=O)[O-])cc1)N1Cc2cccn2Cc2sccc21. (5) Given the product CCCCCCCCCCCCCCCCS(=O)(=O)C1C(=O)Cc2ccccc21, predict the reactants needed to synthesize it. The reactants are: CCCCCCCCCCCCCCCCS(=O)[O-].O=C1Cc2ccccc2C1Br. (6) Given the product NC1CCN(Cc2ccc(Cl)cc2)C1, predict the reactants needed to synthesize it. The reactants are: CC(C)(C)OC(=O)NC1CCN(Cc2ccc(Cl)cc2)C1. (7) Given the product C=CC[C@@H](NC(=O)OC(C)(C)C)C(=O)N(C)[C@H](C)[C@H](O)c1ccccc1, predict the reactants needed to synthesize it. The reactants are: C=CC[C@@H](NC(=O)OC(C)(C)C)C(=O)O.CN[C@H](C)[C@H](O)c1ccccc1.